This data is from Reaction yield outcomes from USPTO patents with 853,638 reactions. The task is: Predict the reaction yield, written as a fraction of the theoretical maximum amount of product (1.0 means a 100% yield; for example, 0.34 means a 34% yield). (1) The reactants are [OH:1][C:2]1[CH:3]=[C:4]([CH:8]=[CH:9][C:10]=1[OH:11])[C:5](O)=O.[NH2:12][NH:13][C:14]([NH2:16])=[S:15].P(Cl)(Cl)(Cl)=O.C(=O)(O)[O-].[Na+]. The catalyst is O1CCOCC1. The product is [CH:2]1([NH:16][C:14]2[S:15][C:5]([C:4]3[CH:3]=[C:2]([OH:1])[C:10]([OH:11])=[CH:9][CH:8]=3)=[N:12][N:13]=2)[CH2:3][CH2:4][CH2:8][CH2:9][CH2:10]1. The yield is 0.710. (2) The reactants are [CH3:1][CH:2]([CH3:36])[CH2:3][CH:4]([C:21]1[CH:35]=[CH:34][C:24]([C:25]([NH:27][CH2:28][CH2:29][C:30]([O:32]C)=[O:31])=[O:26])=[CH:23][CH:22]=1)[CH2:5][C:6]1[CH:11]=[CH:10][C:9]([N:12]2[CH:16]=[C:15]([C:17]([F:20])([F:19])[F:18])[CH:14]=[N:13]2)=[CH:8][CH:7]=1.O1CCCC1.[OH-].[Na+]. The catalyst is CO. The product is [CH3:1][CH:2]([CH3:36])[CH2:3][CH:4]([C:21]1[CH:35]=[CH:34][C:24]([C:25]([NH:27][CH2:28][CH2:29][C:30]([OH:32])=[O:31])=[O:26])=[CH:23][CH:22]=1)[CH2:5][C:6]1[CH:7]=[CH:8][C:9]([N:12]2[CH:16]=[C:15]([C:17]([F:20])([F:19])[F:18])[CH:14]=[N:13]2)=[CH:10][CH:11]=1. The yield is 1.00. (3) The reactants are [F:1][C:2]1[CH:10]=[CH:9][C:5]([C:6]([OH:8])=O)=[CH:4][CH:3]=1.CN1CCOCC1.[N:18]1([C@H:23]2[CH2:27][CH2:26][NH:25][CH2:24]2)[CH2:22][CH2:21][CH2:20][CH2:19]1. The catalyst is ClC(Cl)C.CN(C=O)C. The product is [F:1][C:2]1[CH:3]=[CH:4][C:5]([C:6]([N:25]2[CH2:26][CH2:27][C@H:23]([N:18]3[CH2:22][CH2:21][CH2:20][CH2:19]3)[CH2:24]2)=[O:8])=[CH:9][CH:10]=1. The yield is 0.570. (4) The reactants are [F:1][C:2]1[CH:3]=[C:4]2[C:8](=[CH:9][CH:10]=1)[NH:7][C:6](=[O:11])[CH2:5]2.N1([C:17]([C:19]2[C:20]([CH3:27])=[C:21]([CH:25]=O)[NH:22][C:23]=2[CH3:24])=[O:18])C=CN=C1.[NH2:28][CH2:29][C@@H:30]([OH:38])[CH2:31][N:32]1[CH2:37][CH2:36][O:35][CH2:34][CH2:33]1.C(N(CC)CC)C. The catalyst is C(#N)C.O1CCCC1. The product is [F:1][C:2]1[CH:3]=[C:4]2[C:8](=[CH:9][CH:10]=1)[NH:7][C:6](=[O:11])/[C:5]/2=[CH:25]\[C:21]1[NH:22][C:23]([CH3:24])=[C:19]([C:17]([NH:28][CH2:29][C@@H:30]([OH:38])[CH2:31][N:32]2[CH2:33][CH2:34][O:35][CH2:36][CH2:37]2)=[O:18])[C:20]=1[CH3:27]. The yield is 0.253. (5) The reactants are Cl[C:2]1[N:7]=[CH:6][N:5]=[C:4]([C:8]([NH:10][CH2:11][C@H:12]([OH:24])[CH2:13][N:14]2[CH2:23][CH2:22][C:21]3[C:16](=[CH:17][CH:18]=[CH:19][CH:20]=3)[CH2:15]2)=[O:9])[CH:3]=1.[O:25]1[CH2:28][CH:27]([NH2:29])[CH2:26]1.CCN(CC)CC. The yield is 0.226. The catalyst is CC(O)C. The product is [CH2:15]1[C:16]2[C:21](=[CH:20][CH:19]=[CH:18][CH:17]=2)[CH2:22][CH2:23][N:14]1[CH2:13][C@@H:12]([OH:24])[CH2:11][NH:10][C:8]([C:4]1[CH:3]=[C:2]([NH:29][CH:27]2[CH2:28][O:25][CH2:26]2)[N:7]=[CH:6][N:5]=1)=[O:9]. (6) The reactants are [H-].[Na+].[OH2:3].Cl[C:5]1[C:13]([N+:14]([O-:16])=[O:15])=[CH:12][CH:11]=[C:10]([Cl:17])[C:6]=1[C:7]([NH2:9])=[O:8]. The catalyst is C1COCC1. The product is [Cl:17][C:10]1[C:6]([C:7]([NH2:9])=[O:8])=[C:5]([OH:3])[C:13]([N+:14]([O-:16])=[O:15])=[CH:12][CH:11]=1. The yield is 0.570. (7) The reactants are [C:1]([C:5]1[CH:10]=[CH:9][C:8]([OH:11])=[C:7]([N+:12]([O-:14])=[O:13])[CH:6]=1)([CH3:4])([CH3:3])[CH3:2].N1C=CC=CC=1.[F:21][C:22]([F:35])([F:34])[S:23](O[S:23]([C:22]([F:35])([F:34])[F:21])(=[O:25])=[O:24])(=[O:25])=[O:24]. The catalyst is C(Cl)Cl. The product is [C:1]([C:5]1[CH:10]=[CH:9][C:8]([O:11][S:23]([C:22]([F:35])([F:34])[F:21])(=[O:25])=[O:24])=[C:7]([N+:12]([O-:14])=[O:13])[CH:6]=1)([CH3:4])([CH3:2])[CH3:3]. The yield is 0.840. (8) The reactants are [F:1][C:2]([F:21])([F:20])[O:3][C:4]1[CH:9]=[CH:8][C:7]([C:10]2[O:14][C:13]([C:15](OCC)=[O:16])=[N:12][CH:11]=2)=[CH:6][CH:5]=1.O.[NH2:23][NH2:24]. The catalyst is CCO. The product is [F:1][C:2]([F:21])([F:20])[O:3][C:4]1[CH:9]=[CH:8][C:7]([C:10]2[O:14][C:13]([C:15]([NH:23][NH2:24])=[O:16])=[N:12][CH:11]=2)=[CH:6][CH:5]=1. The yield is 0.750. (9) The reactants are [H-].[Na+].[C:3]([CH2:5]P(=O)(OCC)OCC)#[N:4].[O:14]1[C:18]2[C:19]3[C:20](=O)[CH2:21][CH2:22][C:23]=3[CH:24]=[CH:25][C:17]=2[N:16]=[CH:15]1.[Cl-].[NH4+]. The catalyst is O1CCCC1. The product is [O:14]1[C:18]2[C:19]3[C:20](=[CH:5][C:3]#[N:4])[CH2:21][CH2:22][C:23]=3[CH:24]=[CH:25][C:17]=2[N:16]=[CH:15]1. The yield is 0.730. (10) The reactants are C[O:2][C:3](=[O:43])[C@@H:4]([NH:20][C:21](=[O:42])[C:22]1[CH:27]=[CH:26][C:25]([I:28])=[CH:24][C:23]=1[NH:29][S:30]([C:33]1[C:38]2=[N:39][S:40][N:41]=[C:37]2[CH:36]=[CH:35][CH:34]=1)(=[O:32])=[O:31])[CH:5]([C:13]1[CH:18]=[CH:17][C:16]([Cl:19])=[CH:15][CH:14]=1)[C:6]1[CH:11]=[CH:10][C:9]([Cl:12])=[CH:8][CH:7]=1.N1SN=C2C(S(NC3C=C(I)C=CC=3C(O)=O)(=O)=O)=CC=CC=12.COC(=O)[C@@H](N)C(C1C=CC(Cl)=CC=1)C1C=CC(Cl)=CC=1. No catalyst specified. The product is [N:41]1[S:40][N:39]=[C:38]2[C:33]([S:30]([NH:29][C:23]3[CH:24]=[C:25]([I:28])[CH:26]=[CH:27][C:22]=3[C:21]([NH:20][C@@H:4]([CH:5]([C:6]3[CH:11]=[CH:10][C:9]([Cl:12])=[CH:8][CH:7]=3)[C:13]3[CH:14]=[CH:15][C:16]([Cl:19])=[CH:17][CH:18]=3)[C:3]([OH:43])=[O:2])=[O:42])(=[O:31])=[O:32])=[CH:34][CH:35]=[CH:36][C:37]=12. The yield is 0.840.